The task is: Predict the reaction yield, written as a fraction of the theoretical maximum amount of product (1.0 means a 100% yield; for example, 0.34 means a 34% yield).. This data is from Reaction yield outcomes from USPTO patents with 853,638 reactions. (1) The reactants are [F:1][C:2]1([F:11])[CH2:7][CH2:6][CH:5]([C:8](O)=[O:9])[CH2:4][CH2:3]1.C[N:13]1CCOCC1.CC(COC(Cl)=O)C.[OH-].[NH4+]. The catalyst is C1COCC1. The product is [F:1][C:2]1([F:11])[CH2:7][CH2:6][CH:5]([C:8]([NH2:13])=[O:9])[CH2:4][CH2:3]1. The yield is 0.400. (2) The reactants are [Cl:1][C:2]1[CH:7]=[CH:6][C:5]([S:8]([CH2:11][C:12]2[CH:17]=[C:16]([F:18])[CH:15]=[CH:14][C:13]=2[F:19])(=[O:10])=[O:9])=[CH:4][CH:3]=1.[C:20]([O:24][C:25]([CH3:28])([CH3:27])[CH3:26])(=[O:23])[CH:21]=[CH2:22].CCCCCC. The catalyst is CN(C)C=O. The product is [Cl:1][C:2]1[CH:7]=[CH:6][C:5]([S:8]([CH:11]([C:12]2[CH:17]=[C:16]([F:18])[CH:15]=[CH:14][C:13]=2[F:19])[CH2:22][CH2:21][C:20]([O:24][C:25]([CH3:28])([CH3:27])[CH3:26])=[O:23])(=[O:10])=[O:9])=[CH:4][CH:3]=1. The yield is 0.990. (3) The reactants are [CH3:1][O:2][C:3]1[CH:8]=[CH:7][CH:6]=[CH:5][C:4]=1/[CH:9]=[CH:10]/[S:11]([NH:14][C:15]1[CH:20]=[CH:19][CH:18]=[CH:17][C:16]=1[S:21]([NH2:24])(=[O:23])=[O:22])(=[O:13])=[O:12].[H][H]. The catalyst is CO.[Pd]. The product is [CH3:1][O:2][C:3]1[CH:8]=[CH:7][CH:6]=[CH:5][C:4]=1[CH2:9][CH2:10][S:11]([NH:14][C:15]1[CH:20]=[CH:19][CH:18]=[CH:17][C:16]=1[S:21]([NH2:24])(=[O:23])=[O:22])(=[O:12])=[O:13]. The yield is 0.730.